From a dataset of Forward reaction prediction with 1.9M reactions from USPTO patents (1976-2016). Predict the product of the given reaction. (1) Given the reactants [OH:1][C:2]1[CH:7]=[CH:6][C:5]([CH2:8][C:9]([OH:11])=[O:10])=[CH:4][CH:3]=1.OS(O)(=O)=O.[CH3:17]O, predict the reaction product. The product is: [OH:1][C:2]1[CH:3]=[CH:4][C:5]([CH2:8][C:9]([O:11][CH3:17])=[O:10])=[CH:6][CH:7]=1. (2) Given the reactants [Cl:1][C:2]1[CH:7]=[CH:6][CH:5]=[CH:4][C:3]=1[C:8](=[O:15])[CH2:9][N:10]1[N:14]=[N:13][CH:12]=[N:11]1.ClC1C=CC=CC=1C(=O)CN1C=NN=N1, predict the reaction product. The product is: [Cl:1][C:2]1[CH:7]=[CH:6][CH:5]=[CH:4][C:3]=1[C@@H:8]([OH:15])[CH2:9][N:10]1[N:14]=[N:13][CH:12]=[N:11]1. (3) Given the reactants [CH3:1][S:2]([C:5]1[CH:6]=[CH:7][C:8]([S:14][CH2:15][C:16]([F:19])([F:18])[F:17])=[C:9]([CH:13]=1)[C:10]([OH:12])=O)(=[O:4])=[O:3].CN(C(ON1N=NC2C=CC=CC1=2)=[N+](C)C)C.[B-](F)(F)(F)F.C(N(C(C)C)C(C)C)C.[F:51][C:52]1[C:53]([N:62]2[CH2:67][CH2:66][NH:65][CH2:64][CH2:63]2)=[N:54][CH:55]=[C:56]([C:58]([F:61])([F:60])[F:59])[CH:57]=1, predict the reaction product. The product is: [F:51][C:52]1[C:53]([N:62]2[CH2:67][CH2:66][N:65]([C:10]([C:9]3[CH:13]=[C:5]([S:2]([CH3:1])(=[O:3])=[O:4])[CH:6]=[CH:7][C:8]=3[S:14][CH2:15][C:16]([F:19])([F:18])[F:17])=[O:12])[CH2:64][CH2:63]2)=[N:54][CH:55]=[C:56]([C:58]([F:59])([F:60])[F:61])[CH:57]=1. (4) Given the reactants [NH:1]1[C:9]2[C:4](=[CH:5][C:6]([C:10]3[O:14][C:13]([NH:15][CH2:16][C:17]4[CH:22]=[CH:21][C:20]([O:23][CH3:24])=[CH:19][CH:18]=4)=[N:12][N:11]=3)=[CH:7][CH:8]=2)[CH:3]=[CH:2]1.[I:25]I.[OH-].[K+].S(=O)(O)[O-].[Na+], predict the reaction product. The product is: [I:25][C:3]1[C:4]2[C:9](=[CH:8][CH:7]=[C:6]([C:10]3[O:14][C:13]([NH:15][CH2:16][C:17]4[CH:22]=[CH:21][C:20]([O:23][CH3:24])=[CH:19][CH:18]=4)=[N:12][N:11]=3)[CH:5]=2)[NH:1][CH:2]=1.